From a dataset of Full USPTO retrosynthesis dataset with 1.9M reactions from patents (1976-2016). Predict the reactants needed to synthesize the given product. (1) Given the product [F:33][C:31]1[C:30]([F:34])=[CH:29][C:28]2[N:27]([N:26]=[C:9]([C:8]3[CH:7]=[N:6][CH:5]=[CH:4][C:3]=3[C:2]([F:12])([F:11])[F:1])[N:35]=2)[CH:32]=1, predict the reactants needed to synthesize it. The reactants are: [F:1][C:2]([F:12])([F:11])[C:3]1[C:8]([CH:9]=O)=[CH:7][N:6]=[CH:5][CH:4]=1.CC1C=C(C)C=C(C)C=1S([O-])(=O)=O.[NH2:26][N+:27]1[CH:32]=[C:31]([F:33])[C:30]([F:34])=[CH:29][C:28]=1[NH2:35].N12CCCN=C1CCCCC2. (2) Given the product [CH3:34][O:33][C:30]1[CH:31]=[CH:32][C:27]([C:21]2[C:22]([NH2:26])=[N:23][CH:24]=[N:25][C:20]=2[N:17]2[CH2:16][CH2:15][CH:14]([C:10]3[NH:11][CH:12]=[C:8]([C:5]4[CH:6]=[CH:7][CH:2]=[C:3]([C:35]([F:38])([F:37])[F:36])[CH:4]=4)[N:9]=3)[CH2:19][CH2:18]2)=[CH:28][CH:29]=1, predict the reactants needed to synthesize it. The reactants are: F[C:2]1[CH:7]=[CH:6][C:5]([C:8]2[N:9]=[C:10]([CH:14]3[CH2:19][CH2:18][N:17]([C:20]4[N:25]=[CH:24][N:23]=[C:22]([NH2:26])[C:21]=4[C:27]4[CH:32]=[CH:31][C:30]([O:33][CH3:34])=[CH:29][CH:28]=4)[CH2:16][CH2:15]3)[N:11](C)[CH:12]=2)=[CH:4][C:3]=1[C:35]([F:38])([F:37])[F:36].BrC1C(N)=NC=NC=1N1CCC(C2NC=C(C3C=CC=C(C(F)(F)F)C=3)N=2)CC1. (3) Given the product [CH:1]1([C:4]2[O:8][N:7]=[C:6]([C@H:9]3[C@H:13]([C:14]4[S:15][CH:16]=[CH:17][N:18]=4)[N:12]([C:35](=[O:36])[C:34]4[CH:38]=[CH:39][C:40]([C:41]([CH3:42])([CH3:43])[CH3:44])=[C:32]([O:31][CH3:30])[CH:33]=4)[C@:11]([CH2:26][CH:27]([CH3:29])[CH3:28])([C:19]([OH:21])=[O:20])[CH2:10]3)[N:5]=2)[CH2:3][CH2:2]1, predict the reactants needed to synthesize it. The reactants are: [CH:1]1([C:4]2[O:8][N:7]=[C:6]([C@H:9]3[C@H:13]([C:14]4[S:15][CH:16]=[CH:17][N:18]=4)[NH:12][C@:11]([CH2:26][CH:27]([CH3:29])[CH3:28])([C:19]([O:21]C(C)(C)C)=[O:20])[CH2:10]3)[N:5]=2)[CH2:3][CH2:2]1.[CH3:30][O:31][C:32]1[CH:33]=[C:34]([CH:38]=[CH:39][C:40]=1[C:41]([CH3:44])([CH3:43])[CH3:42])[C:35](Cl)=[O:36].FC(F)(F)C(O)=O.